Dataset: Forward reaction prediction with 1.9M reactions from USPTO patents (1976-2016). Task: Predict the product of the given reaction. (1) The product is: [Cl:1][C:2]1[CH:7]=[CH:6][C:5]([CH:8]([N:13]2[CH2:14][CH2:15][N:16]([C:20]3[C:21]4[CH2:29][CH2:28][CH2:27][NH:26][C:22]=4[N:23]=[CH:24][N:25]=3)[CH2:17][CH2:18]2)[CH2:9][N:10]([CH3:11])[CH3:12])=[CH:4][CH:3]=1. Given the reactants [Cl:1][C:2]1[CH:7]=[CH:6][C:5]([CH:8]([N:13]2[CH2:18][CH2:17][NH:16][CH2:15][CH2:14]2)[CH2:9][N:10]([CH3:12])[CH3:11])=[CH:4][CH:3]=1.Cl[C:20]1[C:21]2[CH2:29][CH2:28][CH2:27][NH:26][C:22]=2[N:23]=[CH:24][N:25]=1.C(=O)([O-])[O-].[K+].[K+].C(OCC)C.CCCCCC, predict the reaction product. (2) The product is: [CH3:1][C:2]([NH:15][C:13](=[O:17])[CH3:14])([CH3:11])[CH2:3][C:4]1[CH:9]=[CH:8][C:7]([CH3:10])=[CH:6][CH:5]=1. Given the reactants [CH3:1][C:2](O)([CH3:11])[CH2:3][C:4]1[CH:9]=[CH:8][C:7]([CH3:10])=[CH:6][CH:5]=1.[C:13](#[N:15])[CH3:14].S(=O)(=O)(O)[OH:17].[OH-].[Na+], predict the reaction product.